Dataset: Forward reaction prediction with 1.9M reactions from USPTO patents (1976-2016). Task: Predict the product of the given reaction. (1) Given the reactants O=[C:2]1[CH2:7][CH2:6][N:5]([C:8]2[CH:16]=[CH:15][C:11]([C:12]([OH:14])=[O:13])=[CH:10][CH:9]=2)[CH2:4][CH2:3]1.[NH2:17][CH2:18][C@@H:19]([C:21]1[CH:22]=[CH:23][C:24]([OH:32])=[C:25]([NH:27][S:28]([CH3:31])(=[O:30])=[O:29])[CH:26]=1)[OH:20], predict the reaction product. The product is: [OH:20][C@H:19]([C:21]1[CH:22]=[CH:23][C:24]([OH:32])=[C:25]([NH:27][S:28]([CH3:31])(=[O:30])=[O:29])[CH:26]=1)[CH2:18][NH:17][CH:2]1[CH2:7][CH2:6][N:5]([C:8]2[CH:16]=[CH:15][C:11]([C:12]([OH:14])=[O:13])=[CH:10][CH:9]=2)[CH2:4][CH2:3]1. (2) Given the reactants [O:1]=[C:2]1[N:6]([C:7]2[CH:8]=[CH:9][C:10]3[O:11][CH2:12][C:13](=[O:17])[NH:14][C:15]=3[N:16]=2)[CH2:5][C@H:4]([CH2:18][N:19]2[CH2:24][CH2:23][NH:22][CH2:21][CH2:20]2)[O:3]1.Cl[C:26]1[N:35]=[C:34]2[C:29]([C:30](=[O:43])[C:31]3[C:41](=[O:42])[NH:40][S:39][C:32]=3[N:33]2[CH:36]2[CH2:38][CH2:37]2)=[CH:28][C:27]=1[F:44], predict the reaction product. The product is: [CH:36]1([N:33]2[C:34]3[C:29](=[CH:28][C:27]([F:44])=[C:26]([N:22]4[CH2:23][CH2:24][N:19]([CH2:18][C@@H:4]5[O:3][C:2](=[O:1])[N:6]([C:7]6[CH:8]=[CH:9][C:10]7[O:11][CH2:12][C:13](=[O:17])[NH:14][C:15]=7[N:16]=6)[CH2:5]5)[CH2:20][CH2:21]4)[N:35]=3)[C:30](=[O:43])[C:31]3[C:41]([OH:42])=[N:40][S:39][C:32]2=3)[CH2:38][CH2:37]1. (3) Given the reactants FC(F)(F)C(O)=O.[CH:8]1([N:14]2[CH2:20][CH:19]([CH3:21])[C:18](=[O:22])[NH:17][C:16]3[CH:23]=[N:24][C:25]([NH:27][C:28]4[CH:43]=[CH:42][C:31]([C:32]([NH:34][CH:35]5[CH2:40][CH2:39][N:38]([CH3:41])[CH2:37][CH2:36]5)=[O:33])=[CH:30][C:29]=4[O:44][CH3:45])=[N:26][C:15]2=3)[CH2:13][CH2:12][CH2:11][CH2:10][CH2:9]1.C(=O)([O-])[O-], predict the reaction product. The product is: [CH:8]1([N:14]2[CH2:20][CH:19]([CH3:21])[C:18](=[O:22])[NH:17][C:16]3[CH:23]=[N:24][C:25]([NH:27][C:28]4[CH:43]=[CH:42][C:31]([C:32]([NH:34][CH:35]5[CH2:40][CH2:39][N:38]([CH3:41])[CH2:37][CH2:36]5)=[O:33])=[CH:30][C:29]=4[O:44][CH3:45])=[N:26][C:15]2=3)[CH2:9][CH2:10][CH2:11][CH2:12][CH2:13]1. (4) The product is: [ClH:32].[ClH:32].[O:25]1[C:26]2=[CH:27][CH:28]=[CH:29][C:30]2=[C:22]([CH:17]2[CH2:18][CH2:19][CH2:20][CH2:21][N:16]2[CH2:15][CH2:14][C@H:11]2[CH2:10][CH2:9][C@H:8]([NH2:7])[CH2:13][CH2:12]2)[CH:23]=[CH:24]1. Given the reactants C(OC(=O)[NH:7][C@H:8]1[CH2:13][CH2:12][C@H:11]([CH2:14][CH2:15][N:16]2[CH2:21][CH2:20][CH2:19][CH2:18][CH:17]2[C:22]2[CH:23]=[CH:24][O:25][C:26]3[C:30]=2[CH:29]=[CH:28][CH:27]=3)[CH2:10][CH2:9]1)(C)(C)C.[ClH:32], predict the reaction product. (5) Given the reactants [CH3:1][NH:2][C@H:3]1[CH2:7][CH2:6][NH:5][CH2:4]1.[Cl:8][C:9]1[N:18]=[C:17](Cl)[C:16]2[C:11](=[CH:12][CH:13]=[C:14]([O:20][CH3:21])[CH:15]=2)[N:10]=1, predict the reaction product. The product is: [Cl:8][C:9]1[N:18]=[C:17]([N:5]2[CH2:6][CH2:7][C@H:3]([NH:2][CH3:1])[CH2:4]2)[C:16]2[C:11](=[CH:12][CH:13]=[C:14]([O:20][CH3:21])[CH:15]=2)[N:10]=1.